Dataset: Full USPTO retrosynthesis dataset with 1.9M reactions from patents (1976-2016). Task: Predict the reactants needed to synthesize the given product. (1) Given the product [C@@H:8]12[CH2:14][C@@H:11]([CH2:12][CH2:13]1)[CH2:10][C@H:9]2[N:15]1[CH2:20][CH2:19][CH:18]([C:21]2[CH:26]=[C:25]([C:38]3[CH:43]=[CH:42][N:41]=[CH:40][CH:39]=3)[CH:24]=[CH:23][C:22]=2[O:28][CH3:29])[CH2:17][CH2:16]1, predict the reactants needed to synthesize it. The reactants are: C(=O)([O-])[O-].[Na+].[Na+].Cl.[C@@H:8]12[CH2:14][C@@H:11]([CH2:12][CH2:13]1)[CH2:10][C@H:9]2[N:15]1[CH2:20][CH2:19][CH:18]([C:21]2[CH:26]=[C:25](Br)[CH:24]=[CH:23][C:22]=2[O:28][CH3:29])[CH2:17][CH2:16]1.CC1(C)C(C)(C)OB([C:38]2[CH:43]=[CH:42][N:41]=[CH:40][CH:39]=2)O1. (2) Given the product [CH3:13][O:14][C:15](=[O:26])[CH:16]([C:17]1[CH:22]=[CH:21][C:20]([S:23][CH3:24])=[C:19]([Cl:25])[CH:18]=1)[CH2:28][CH:29]1[CH2:33][CH2:32][C:31]2([O:34][CH2:35][CH2:36][CH2:37][O:38]2)[CH2:30]1, predict the reactants needed to synthesize it. The reactants are: C(NC(C)C)(C)C.C([Li])CCC.[CH3:13][O:14][C:15](=[O:26])[CH2:16][C:17]1[CH:22]=[CH:21][C:20]([S:23][CH3:24])=[C:19]([Cl:25])[CH:18]=1.I[CH2:28][CH:29]1[CH2:33][CH2:32][C:31]2([O:38][CH2:37][CH2:36][CH2:35][O:34]2)[CH2:30]1. (3) Given the product [Cl:1][C:2]1[CH:3]=[N:4][C:5]2[N:6]([N:8]=[C:9]([C:11]([N:24]3[CH2:25][CH:26]=[C:21]([C:16]4[CH:17]=[CH:18][CH:19]=[CH:20][C:15]=4[F:14])[CH2:22][CH:23]3[CH3:27])=[O:13])[CH:10]=2)[CH:7]=1, predict the reactants needed to synthesize it. The reactants are: [Cl:1][C:2]1[CH:3]=[N:4][C:5]2[N:6]([N:8]=[C:9]([C:11]([OH:13])=O)[CH:10]=2)[CH:7]=1.[F:14][C:15]1[CH:20]=[CH:19][CH:18]=[CH:17][C:16]=1[C:21]1[CH2:22][CH:23]([CH3:27])[NH:24][CH2:25][CH:26]=1. (4) Given the product [O:17]([C:14]1[CH:13]=[CH:12][C:11]([C:10]2[C:3]3[C:2]([NH2:1])=[N:7][CH:6]=[N:5][C:4]=3[N:8]([C@H:24]3[CH2:25][CH2:26][C@@H:27]([NH:31][C@@H:32]4[CH2:36][CH2:35][NH:34][CH2:33]4)[CH2:28][CH2:29]3)[CH:9]=2)=[CH:16][CH:15]=1)[C:18]1[CH:23]=[CH:22][CH:21]=[CH:20][CH:19]=1, predict the reactants needed to synthesize it. The reactants are: [NH2:1][C:2]1[C:3]2[C:10]([C:11]3[CH:16]=[CH:15][C:14]([O:17][C:18]4[CH:23]=[CH:22][CH:21]=[CH:20][CH:19]=4)=[CH:13][CH:12]=3)=[CH:9][N:8]([CH:24]3[CH2:29][CH2:28][C:27](=O)[CH2:26][CH2:25]3)[C:4]=2[N:5]=[CH:6][N:7]=1.[NH2:31][C@@H:32]1[CH2:36][CH2:35][NH:34][CH2:33]1.C(O)(=O)C.C(O[BH-](OC(=O)C)OC(=O)C)(=O)C.[Na+].C(=O)(O)[O-].[Na+]. (5) Given the product [CH3:22][CH:23]1[CH2:27][C:26]([CH3:28])([CH3:29])[CH2:25][C:24]1=[CH:30][CH2:31][CH2:32][CH2:33][CH:34]=[O:35], predict the reactants needed to synthesize it. The reactants are: [Cr](O[Cr]([O-])(=O)=O)([O-])(=O)=O.[NH+]1C=CC=CC=1.[NH+]1C=CC=CC=1.[CH3:22][CH:23]1[CH2:27][C:26]([CH3:29])([CH3:28])[CH2:25][C:24]1=[CH:30][CH2:31][CH2:32][CH2:33][CH2:34][OH:35].